Dataset: Forward reaction prediction with 1.9M reactions from USPTO patents (1976-2016). Task: Predict the product of the given reaction. (1) Given the reactants [Cl:1][C:2]1[CH:42]=[CH:41][C:5]([CH2:6][NH:7][C:8]([C:10]2[C:11](=[O:40])[C:12]3[S:19][C:18]([CH2:20][N:21]([CH2:23][CH:24]([OH:31])[C:25]4[CH:30]=[N:29][CH:28]=[CH:27][N:26]=4)[CH3:22])=[C:17]([CH2:32][O:33]CC[Si](C)(C)C)[C:13]=3[N:14]([CH3:16])[CH:15]=2)=[O:9])=[CH:4][CH:3]=1.C([O-])(O)=O.[Na+].[OH-].[Na+], predict the reaction product. The product is: [Cl:1][C:2]1[CH:42]=[CH:41][C:5]([CH2:6][NH:7][C:8]([C:10]2[C:11](=[O:40])[C:12]3[S:19][C:18]([CH2:20][N:21]([CH2:23][CH:24]([OH:31])[C:25]4[CH:30]=[N:29][CH:28]=[CH:27][N:26]=4)[CH3:22])=[C:17]([CH2:32][OH:33])[C:13]=3[N:14]([CH3:16])[CH:15]=2)=[O:9])=[CH:4][CH:3]=1. (2) Given the reactants [NH2:1][C:2]1[CH:3]=[C:4]([CH:8]=[CH:9][C:10]=1[NH2:11])[C:5]([OH:7])=[O:6].[Cl:12][CH2:13][C:14](O)=O, predict the reaction product. The product is: [Cl:12][CH2:13][C:14]1[NH:11][C:10]2[CH:9]=[CH:8][C:4]([C:5]([OH:7])=[O:6])=[CH:3][C:2]=2[N:1]=1. (3) Given the reactants [OH-].[Na+].C[O:4][C:5](=[O:39])[CH2:6][C:7]1[CH:12]=[CH:11][C:10]([C:13]2[CH:18]=[CH:17][C:16]([C:19]([CH2:37][CH3:38])([C:22]3[CH:27]=[CH:26][C:25](/[CH:28]=[CH:29]/[C:30]([CH2:34][CH3:35])([OH:33])[CH2:31][CH3:32])=[C:24]([CH3:36])[CH:23]=3)[CH2:20][CH3:21])=[CH:15][CH:14]=2)=[CH:9][CH:8]=1.[Cl-].[NH4+], predict the reaction product. The product is: [CH2:20]([C:19]([C:16]1[CH:15]=[CH:14][C:13]([C:10]2[CH:9]=[CH:8][C:7]([CH2:6][C:5]([OH:39])=[O:4])=[CH:12][CH:11]=2)=[CH:18][CH:17]=1)([C:22]1[CH:27]=[CH:26][C:25](/[CH:28]=[CH:29]/[C:30]([CH2:31][CH3:32])([OH:33])[CH2:34][CH3:35])=[C:24]([CH3:36])[CH:23]=1)[CH2:37][CH3:38])[CH3:21]. (4) The product is: [CH:14]1[C:15]2[C:10](=[CH:9][C:8]3[C:3]([C:2]=2[B:23]([OH:24])[OH:22])=[CH:4][CH:5]=[CH:6][CH:7]=3)[CH:11]=[CH:12][CH:13]=1. Given the reactants Br[C:2]1[C:3]2[C:8]([CH:9]=[C:10]3[C:15]=1[CH:14]=[CH:13][CH:12]=[CH:11]3)=[CH:7][CH:6]=[CH:5][CH:4]=2.C([Li])CCC.C[O:22][B:23](OC)[O:24]C.Cl, predict the reaction product. (5) Given the reactants [SH:1][C:2]1[S:3][C:4]2[CH2:13][C:12]3[C:11]([O:14][CH2:15][C:16]([O:18]CC)=[O:17])=[C:10]([CH3:21])[CH:9]=[C:8]([CH3:22])[C:7]=3[C:5]=2[N:6]=1.[C:23]1([CH:29]([C:33]2[CH:38]=[CH:37][CH:36]=[CH:35][CH:34]=2)[CH2:30][CH2:31]I)[CH:28]=[CH:27][CH:26]=[CH:25][CH:24]=1, predict the reaction product. The product is: [C:23]1([CH:29]([C:33]2[CH:34]=[CH:35][CH:36]=[CH:37][CH:38]=2)[CH2:30][CH2:31][S:1][C:2]2[S:3][C:4]3[CH2:13][C:12]4[C:11]([O:14][CH2:15][C:16]([OH:18])=[O:17])=[C:10]([CH3:21])[CH:9]=[C:8]([CH3:22])[C:7]=4[C:5]=3[N:6]=2)[CH:28]=[CH:27][CH:26]=[CH:25][CH:24]=1.